From a dataset of Forward reaction prediction with 1.9M reactions from USPTO patents (1976-2016). Predict the product of the given reaction. Given the reactants C[O:2][C:3](=[O:40])[C:4]1[CH:9]=[CH:8][C:7]([N:10]([CH2:12][CH2:13][C:14]2[C:22]3[C:17](=[CH:18][CH:19]=[C:20]([Cl:23])[CH:21]=3)[N:16]([CH:24]([C:31]3[CH:36]=[CH:35][CH:34]=[CH:33][CH:32]=3)[C:25]3[CH:30]=[CH:29][CH:28]=[CH:27][CH:26]=3)[C:15]=2[CH2:37][CH2:38][NH2:39])[CH3:11])=[CH:6][CH:5]=1.[Cl:41][C:42]1[CH:43]=[C:44]([CH2:49][S:50](Cl)(=[O:52])=[O:51])[CH:45]=[CH:46][C:47]=1[Cl:48], predict the reaction product. The product is: [CH:24]([N:16]1[C:17]2[C:22](=[CH:21][C:20]([Cl:23])=[CH:19][CH:18]=2)[C:14]([CH2:13][CH2:12][N:10]([CH3:11])[C:7]2[CH:8]=[CH:9][C:4]([C:3]([OH:2])=[O:40])=[CH:5][CH:6]=2)=[C:15]1[CH2:37][CH2:38][NH:39][S:50]([CH2:49][C:44]1[CH:45]=[CH:46][C:47]([Cl:48])=[C:42]([Cl:41])[CH:43]=1)(=[O:52])=[O:51])([C:25]1[CH:26]=[CH:27][CH:28]=[CH:29][CH:30]=1)[C:31]1[CH:32]=[CH:33][CH:34]=[CH:35][CH:36]=1.